The task is: Predict the reaction yield, written as a fraction of the theoretical maximum amount of product (1.0 means a 100% yield; for example, 0.34 means a 34% yield).. This data is from Reaction yield outcomes from USPTO patents with 853,638 reactions. (1) The reactants are [CH3:1][O:2][C:3]([C:5]1[S:6][C:7]([C:11]#[C:12][C:13]([CH3:16])([CH3:15])[CH3:14])=[CH:8][C:9]=1[NH2:10])=[O:4].[O:17]1[CH2:22][CH2:21][C:20](=O)[CH2:19][CH2:18]1.C(O)(=O)C.C(O[BH-](OC(=O)C)OC(=O)C)(=O)C.[Na+]. The catalyst is C1(C)C=CC=CC=1. The product is [CH3:1][O:2][C:3]([C:5]1[S:6][C:7]([C:11]#[C:12][C:13]([CH3:16])([CH3:15])[CH3:14])=[CH:8][C:9]=1[NH:10][CH:20]1[CH2:21][CH2:22][O:17][CH2:18][CH2:19]1)=[O:4]. The yield is 0.570. (2) The catalyst is C1COCC1.[Pd]. The product is [C:1]([O:4][CH2:5][CH2:6][O:7][CH:8]([O:42][CH2:43][CH2:44][O:45][C:46](=[O:48])[CH3:47])[O:9][C@@H:10]1[C@H:14]([OH:15])[C@@H:13]([CH3:23])[O:12][C@H:11]1[N:26]1[C:41]2[N:40]=[C:33]([NH:34][C:35](=[O:39])[CH:36]([CH3:37])[CH3:38])[NH:32][C:30](=[O:31])[C:29]=2[N:28]=[CH:27]1)(=[O:3])[CH3:2]. The reactants are [C:1]([O:4][CH2:5][CH2:6][O:7][CH:8]([O:42][CH2:43][CH2:44][O:45][C:46](=[O:48])[CH3:47])[O:9][C@@H:10]1[C@H:14]([O:15][Si](C(C)(C)C)(C)C)[C@@H:13]([CH:23](I)O)[O:12][C@H:11]1[N:26]1[C:41]2[N:40]=[C:33]([NH:34][C:35](=[O:39])[CH:36]([CH3:38])[CH3:37])[NH:32][C:30](=[O:31])[C:29]=2[N:28]=[CH:27]1)(=[O:3])[CH3:2].CCN(C(C)C)C(C)C.CCCC[N+](CCCC)(CCCC)CCCC.[F-]. The yield is 0.830. (3) The reactants are [F:1][C@@H:2]1[CH2:7][CH2:6][N:5]([C:8]([O:10][C:11]([CH3:14])([CH3:13])[CH3:12])=[O:9])[CH2:4][C@H:3]1OS(C1C=CC(C)=CC=1)(=O)=O.[N-:26]=[N+:27]=[N-:28].[Na+].CCOCC. The catalyst is CN(C=O)C. The product is [N:26]([C@H:3]1[C@@H:2]([F:1])[CH2:7][CH2:6][N:5]([C:8]([O:10][C:11]([CH3:14])([CH3:13])[CH3:12])=[O:9])[CH2:4]1)=[N+:27]=[N-:28]. The yield is 0.540. (4) The reactants are [NH2:1][C:2](=[O:17])[C:3]([C:6]1[CH:16]=[CH:15][C:9]([C:10]([O:12]CC)=[O:11])=[CH:8][CH:7]=1)([CH3:5])[CH3:4].O[Li].O. The catalyst is O. The product is [NH2:1][C:2](=[O:17])[C:3]([C:6]1[CH:16]=[CH:15][C:9]([C:10]([OH:12])=[O:11])=[CH:8][CH:7]=1)([CH3:5])[CH3:4]. The yield is 0.500.